This data is from Reaction yield outcomes from USPTO patents with 853,638 reactions. The task is: Predict the reaction yield, written as a fraction of the theoretical maximum amount of product (1.0 means a 100% yield; for example, 0.34 means a 34% yield). (1) The reactants are Cl.[CH3:2][CH:3]([CH2:8][N:9]1[CH2:13][CH2:12][CH2:11][CH2:10]1)[CH2:4][C:5]([OH:7])=O.C(Cl)(=O)C(Cl)=O.C(OC([N:27]1[C:31]([NH2:32])=[CH:30][C:29]([C:33]2[CH:34]=[N:35][C:36]([O:39][CH3:40])=[CH:37][CH:38]=2)=[N:28]1)=O)(C)(C)C.Cl. The catalyst is CC#N.CN(C=O)C. The product is [CH3:40][O:39][C:36]1[N:35]=[CH:34][C:33]([C:29]2[CH:30]=[C:31]([NH:32][C:5](=[O:7])[CH2:4][CH:3]([CH3:2])[CH2:8][N:9]3[CH2:13][CH2:12][CH2:11][CH2:10]3)[NH:27][N:28]=2)=[CH:38][CH:37]=1. The yield is 0.330. (2) The reactants are Br[CH2:2]/[CH:3]=[CH:4]/[C:5]([NH:7][C:8]1[CH:9]=[C:10]2[C:15](=[CH:16][C:17]=1[O:18][CH3:19])[N:14]=[CH:13][N:12]=[C:11]2[NH:20][C:21]1[CH:26]=[CH:25][C:24]([F:27])=[C:23]([Cl:28])[CH:22]=1)=[O:6].[CH2:29]1[C:32]2([CH2:35][CH2:34][CH2:33]2)[CH2:31][NH:30]1.C(=O)([O-])[O-].[K+].[K+].O. The catalyst is C(#N)C. The product is [ClH:28].[Cl:28][C:23]1[CH:22]=[C:21]([NH:20][C:11]2[C:10]3[C:15](=[CH:16][C:17]([O:18][CH3:19])=[C:8]([NH:7][C:5](=[O:6])/[CH:4]=[CH:3]/[CH2:2][N:30]4[CH2:31][C:32]5([CH2:35][CH2:34][CH2:33]5)[CH2:29]4)[CH:9]=3)[N:14]=[CH:13][N:12]=2)[CH:26]=[CH:25][C:24]=1[F:27]. The yield is 0.120. (3) The reactants are [F:1][C:2]1[CH:7]=[C:6]([N+:8]([O-])=O)[CH:5]=[C:4]([F:11])[C:3]=1[N:12]1[CH2:17][CH2:16][CH:15]([C:18]2[CH:23]=[CH:22][CH:21]=[CH:20][CH:19]=2)[CH2:14][CH2:13]1.[Cl-].[NH4+].CCO.C1COCC1. The catalyst is [Fe].O. The product is [F:1][C:2]1[CH:7]=[C:6]([CH:5]=[C:4]([F:11])[C:3]=1[N:12]1[CH2:13][CH2:14][CH:15]([C:18]2[CH:23]=[CH:22][CH:21]=[CH:20][CH:19]=2)[CH2:16][CH2:17]1)[NH2:8]. The yield is 0.960. (4) The reactants are [CH3:1][O:2][CH:3]([O:17][CH3:18])[CH2:4][NH:5][C:6]1[CH:11]=[CH:10][C:9]([O:12][C:13]([F:16])([F:15])[F:14])=[CH:8][CH:7]=1.[N+:19]([C:22]1[CH:27]=[CH:26][C:25]([N:28]=[C:29]=[O:30])=[CH:24][CH:23]=1)([O-:21])=[O:20]. The catalyst is C(Cl)Cl. The product is [CH3:18][O:17][CH:3]([O:2][CH3:1])[CH2:4][N:5]([C:6]1[CH:7]=[CH:8][C:9]([O:12][C:13]([F:14])([F:15])[F:16])=[CH:10][CH:11]=1)[C:29]([NH:28][C:25]1[CH:24]=[CH:23][C:22]([N+:19]([O-:21])=[O:20])=[CH:27][CH:26]=1)=[O:30]. The yield is 0.630. (5) The catalyst is CCOC(C)=O. The product is [Br-:1].[CH2:37]([O:36][C:34]([C:33]1[CH:32]=[C:31]([NH:30][CH:18]([C:15]2[CH:16]=[N:17][C:12]([O:11][CH3:10])=[CH:13][CH:14]=2)[C:19]([O:20][C@@H:21]2[CH:26]3[CH2:27][CH2:28][N+:23]([CH2:2][C:3](=[O:4])[C:5]4[S:6][CH:7]=[CH:8][N:9]=4)([CH2:24][CH2:25]3)[CH2:22]2)=[O:29])[CH:41]=[CH:40][CH:39]=1)=[O:35])[CH3:38]. The reactants are [Br:1][CH2:2][C:3]([C:5]1[S:6][CH:7]=[CH:8][N:9]=1)=[O:4].[CH3:10][O:11][C:12]1[N:17]=[CH:16][C:15]([CH:18]([NH:30][C:31]2[CH:32]=[C:33]([CH:39]=[CH:40][CH:41]=2)[C:34]([O:36][CH2:37][CH3:38])=[O:35])[C:19](=[O:29])[O:20][C@@H:21]2[CH:26]3[CH2:27][CH2:28][N:23]([CH2:24][CH2:25]3)[CH2:22]2)=[CH:14][CH:13]=1. The yield is 0.633. (6) The catalyst is CC(C)=O. The product is [CH3:18][O:13][C:5]1[CH:4]=[C:3]([C:2]([F:14])([F:15])[F:1])[CH:8]=[C:7]([C:9]([F:11])([F:10])[F:12])[CH:6]=1. The yield is 0.560. The reactants are [F:1][C:2]([F:15])([F:14])[C:3]1[CH:4]=[C:5]([OH:13])[CH:6]=[C:7]([C:9]([F:12])([F:11])[F:10])[CH:8]=1.CI.[C:18]([O-])([O-])=O.[K+].[K+]. (7) The reactants are [CH3:1][O:2][C:3]1[CH:4]=[C:5]([N:12]2[CH2:17][CH2:16][P:15](=[O:19])([CH3:18])[CH2:14][CH2:13]2)[CH:6]=[CH:7][C:8]=1[N+:9]([O-])=O. The catalyst is [Pd].C(O)C. The product is [CH3:1][O:2][C:3]1[CH:4]=[C:5]([N:12]2[CH2:17][CH2:16][P:15]([CH3:18])(=[O:19])[CH2:14][CH2:13]2)[CH:6]=[CH:7][C:8]=1[NH2:9]. The yield is 0.870. (8) The reactants are Br[C:2]1[CH:3]=[C:4]2[C:9](=[N:10][CH:11]=1)[NH:8][CH2:7][CH2:6][CH:5]2[O:12][C:13]1[CH:18]=[CH:17][CH:16]=[C:15]([Cl:19])[CH:14]=1.CC1(C)C(C)(C)OB([C:28]2[CH:29]=[C:30]([N:34]3[CH2:39][CH2:38][O:37][CH2:36][CH2:35]3)[CH:31]=[CH:32][CH:33]=2)O1. The catalyst is C(OCC)(=O)C.CCCCCC. The product is [Cl:19][C:15]1[CH:14]=[C:13]([CH:18]=[CH:17][CH:16]=1)[O:12][CH:5]1[C:4]2[C:9](=[N:10][CH:11]=[C:2]([C:28]3[CH:33]=[CH:32][CH:31]=[C:30]([N:34]4[CH2:35][CH2:36][O:37][CH2:38][CH2:39]4)[CH:29]=3)[CH:3]=2)[NH:8][CH2:7][CH2:6]1. The yield is 0.490.